From a dataset of Retrosynthesis with 50K atom-mapped reactions and 10 reaction types from USPTO. Predict the reactants needed to synthesize the given product. Given the product ON=Cc1ccc(-n2cncn2)c2ccccc12, predict the reactants needed to synthesize it. The reactants are: NO.O=Cc1ccc(-n2cncn2)c2ccccc12.